This data is from Reaction yield outcomes from USPTO patents with 853,638 reactions. The task is: Predict the reaction yield, written as a fraction of the theoretical maximum amount of product (1.0 means a 100% yield; for example, 0.34 means a 34% yield). (1) The reactants are [CH3:1][N:2]([CH3:31])[C:3]1([C:25]2[CH:30]=[CH:29][CH:28]=[CH:27][CH:26]=2)[CH2:8][CH2:7][C:6](=[CH:9][C:10]([NH:12][CH2:13][CH2:14][CH2:15][C:16]2[C:24]3[C:19](=[CH:20][CH:21]=[CH:22][CH:23]=3)[NH:18][CH:17]=2)=[O:11])[CH2:5][CH2:4]1.[Cl:32][Si](C)(C)C. The catalyst is CC(CC)=O. The product is [ClH:32].[CH3:31][N:2]([CH3:1])[C:3]1([C:25]2[CH:30]=[CH:29][CH:28]=[CH:27][CH:26]=2)[CH2:4][CH2:5][C:6](=[CH:9][C:10]([NH:12][CH2:13][CH2:14][CH2:15][C:16]2[C:24]3[C:19](=[CH:20][CH:21]=[CH:22][CH:23]=3)[NH:18][CH:17]=2)=[O:11])[CH2:7][CH2:8]1. The yield is 0.750. (2) The reactants are Cl.[C:2]([O:6][C:7](=[O:14])[C@H:8]([C@H:10]([CH2:12][CH3:13])[CH3:11])[NH2:9])([CH3:5])([CH3:4])[CH3:3].C(N(CC)CC)C.[C:22](Cl)(=[O:31])[C:23]1[C:24]([O:29][CH3:30])=[CH:25][CH:26]=[CH:27][CH:28]=1. The catalyst is C(Cl)Cl. The product is [C:2]([O:6][C:7](=[O:14])[C@@H:8]([NH:9][C:22](=[O:31])[C:23]1[CH:28]=[CH:27][CH:26]=[CH:25][C:24]=1[O:29][CH3:30])[CH:10]([CH3:11])[CH2:12][CH3:13])([CH3:4])([CH3:5])[CH3:3]. The yield is 0.480. (3) The reactants are CC([N:5]([CH2:9][C:10]1[CH:15]=[CH:14][CH:13]=[C:12]([CH2:16][N:17]2[C:25]3[C:20](=[C:21]([CH2:26][OH:27])[CH:22]=[CH:23][CH:24]=3)[C:19]([N:28]([S:38]([C:41]3[S:42][C:43]([Cl:46])=[CH:44][CH:45]=3)(=[O:40])=[O:39])[S:29]([C:32]3[S:33][C:34]([Cl:37])=[CH:35][CH:36]=3)(=[O:31])=[O:30])=[N:18]2)[CH:11]=1)C(=O)[O-])(C)C.FC(F)(F)C(O)=O. The catalyst is ClCCl. The product is [NH2:5][CH2:9][C:10]1[CH:11]=[C:12]([CH2:16][N:17]2[C:25]3[C:20](=[C:21]([CH2:26][OH:27])[CH:22]=[CH:23][CH:24]=3)[C:19]([N:28]([S:38]([C:41]3[S:42][C:43]([Cl:46])=[CH:44][CH:45]=3)(=[O:40])=[O:39])[S:29]([C:32]3[S:33][C:34]([Cl:37])=[CH:35][CH:36]=3)(=[O:31])=[O:30])=[N:18]2)[CH:13]=[CH:14][CH:15]=1. The yield is 0.660. (4) The yield is 0.735. No catalyst specified. The product is [CH2:12]([O:11][C:9]([C@@H:2]1[O:1][C@H:3]1[C:4]([OH:6])=[O:5])=[O:10])[CH3:13]. The reactants are [O:1]1[C@@H:3]([C:4]([O:6]CC)=[O:5])[C@@H:2]1[C:9]([O:11][CH2:12][CH3:13])=[O:10].[OH-].[K+]. (5) The reactants are C(NC(C)C)(C)C.[Li]CCCC.CCCCCC.[CH3:19][C:20]1[CH:21]([C:30](=[O:32])[CH3:31])[C:22]2([CH:27]=[CH:28][CH:29]=1)[CH2:26][CH2:25][CH2:24][CH2:23]2.C=C1C=CCC2(CCCC2)[CH:35]1[C:44](=[O:46])C.CC1C=CCC2(CCCC2)C=1C(=O)C.C(=O)C.Cl. The catalyst is C1COCC1. The product is [OH:46][CH:44]([CH3:35])[CH2:31][C:30]([CH:21]1[C:20](=[CH2:19])[CH:29]=[CH:28][CH2:27][C:22]21[CH2:23][CH2:24][CH2:25][CH2:26]2)=[O:32]. The yield is 0.680. (6) The reactants are CN(C)[CH:3]=[O:4].P(Cl)(Cl)(Cl)=O.[CH3:11][C:12]1[C:16]2[C:17](=[O:30])[N:18]([CH2:22][CH2:23][N:24]3[CH2:29][CH2:28][CH2:27][CH2:26][CH2:25]3)[CH2:19][CH2:20][CH2:21][C:15]=2[NH:14][CH:13]=1. The catalyst is ClCCl. The product is [CH3:11][C:12]1[C:16]2[C:17](=[O:30])[N:18]([CH2:22][CH2:23][N:24]3[CH2:29][CH2:28][CH2:27][CH2:26][CH2:25]3)[CH2:19][CH2:20][CH2:21][C:15]=2[NH:14][C:13]=1[CH:3]=[O:4]. The yield is 0.714.